From a dataset of Catalyst prediction with 721,799 reactions and 888 catalyst types from USPTO. Predict which catalyst facilitates the given reaction. (1) Product: [CH2:15]([O:14][C:11]1[CH:12]=[CH:13][C:8]([C:5]2[CH:6]=[CH:7][C:2]([B:23]([OH:26])[OH:24])=[CH:3][CH:4]=2)=[CH:9][CH:10]=1)[CH2:16][CH2:17][CH2:18][CH2:19][CH2:20][CH2:21][CH3:22]. Reactant: Br[C:2]1[CH:7]=[CH:6][C:5]([C:8]2[CH:13]=[CH:12][C:11]([O:14][CH2:15][CH2:16][CH2:17][CH2:18][CH2:19][CH2:20][CH2:21][CH3:22])=[CH:10][CH:9]=2)=[CH:4][CH:3]=1.[B:23](OC)([O:26]C)[O:24]C.Cl. The catalyst class is: 323. (2) Reactant: C(N(CC)CC)C.[CH3:8][N:9]([CH2:11][C:12]1[CH:13]=[C:14]2[C:18](=[CH:19][CH:20]=1)[N:17](C(OC(C)(C)C)=O)[CH:16]=[C:15]2[CH:28]=[O:29])[CH3:10].[CH:30](=[N:37][C:38]1[CH:43]=[CH:42][CH:41]=[C:40]([O:44][CH3:45])[CH:39]=1)[C:31]1[CH:36]=[CH:35][CH:34]=[CH:33][CH:32]=1. Product: [CH3:10][N:9]([CH2:11][C:12]1[CH:13]=[C:14]2[C:18](=[CH:19][CH:20]=1)[NH:17][CH:16]=[C:15]2[C:28](=[O:29])[CH:30]([NH:37][C:38]1[CH:43]=[CH:42][CH:41]=[C:40]([O:44][CH3:45])[CH:39]=1)[C:31]1[CH:32]=[CH:33][CH:34]=[CH:35][CH:36]=1)[CH3:8]. The catalyst class is: 433.